This data is from NCI-60 drug combinations with 297,098 pairs across 59 cell lines. The task is: Regression. Given two drug SMILES strings and cell line genomic features, predict the synergy score measuring deviation from expected non-interaction effect. (1) Drug 1: C1=CN(C(=O)N=C1N)C2C(C(C(O2)CO)O)O.Cl. Cell line: ACHN. Synergy scores: CSS=44.7, Synergy_ZIP=-2.08, Synergy_Bliss=-2.32, Synergy_Loewe=-12.9, Synergy_HSA=-1.10. Drug 2: CC1=C2C(C(=O)C3(C(CC4C(C3C(C(C2(C)C)(CC1OC(=O)C(C(C5=CC=CC=C5)NC(=O)C6=CC=CC=C6)O)O)OC(=O)C7=CC=CC=C7)(CO4)OC(=O)C)O)C)OC(=O)C. (2) Drug 1: CC1CCC2CC(C(=CC=CC=CC(CC(C(=O)C(C(C(=CC(C(=O)CC(OC(=O)C3CCCCN3C(=O)C(=O)C1(O2)O)C(C)CC4CCC(C(C4)OC)OCCO)C)C)O)OC)C)C)C)OC. Drug 2: CCCCC(=O)OCC(=O)C1(CC(C2=C(C1)C(=C3C(=C2O)C(=O)C4=C(C3=O)C=CC=C4OC)O)OC5CC(C(C(O5)C)O)NC(=O)C(F)(F)F)O. Cell line: HOP-92. Synergy scores: CSS=63.3, Synergy_ZIP=11.0, Synergy_Bliss=10.5, Synergy_Loewe=9.42, Synergy_HSA=9.67. (3) Drug 1: CCCS(=O)(=O)NC1=C(C(=C(C=C1)F)C(=O)C2=CNC3=C2C=C(C=N3)C4=CC=C(C=C4)Cl)F. Drug 2: CCN(CC)CCCC(C)NC1=C2C=C(C=CC2=NC3=C1C=CC(=C3)Cl)OC. Cell line: NCIH23. Synergy scores: CSS=14.4, Synergy_ZIP=-4.62, Synergy_Bliss=-7.89, Synergy_Loewe=-31.4, Synergy_HSA=-11.0. (4) Drug 1: CC(CN1CC(=O)NC(=O)C1)N2CC(=O)NC(=O)C2. Drug 2: B(C(CC(C)C)NC(=O)C(CC1=CC=CC=C1)NC(=O)C2=NC=CN=C2)(O)O. Cell line: UACC-257. Synergy scores: CSS=6.47, Synergy_ZIP=-0.150, Synergy_Bliss=3.24, Synergy_Loewe=2.43, Synergy_HSA=1.71. (5) Drug 1: CS(=O)(=O)C1=CC(=C(C=C1)C(=O)NC2=CC(=C(C=C2)Cl)C3=CC=CC=N3)Cl. Drug 2: CC12CCC3C(C1CCC2OP(=O)(O)O)CCC4=C3C=CC(=C4)OC(=O)N(CCCl)CCCl.[Na+]. Cell line: SK-MEL-5. Synergy scores: CSS=-5.24, Synergy_ZIP=-0.942, Synergy_Bliss=-5.68, Synergy_Loewe=-12.1, Synergy_HSA=-9.41. (6) Drug 1: C1=NC2=C(N=C(N=C2N1C3C(C(C(O3)CO)O)F)Cl)N. Drug 2: C(CC(=O)O)C(=O)CN.Cl. Cell line: MDA-MB-435. Synergy scores: CSS=-1.16, Synergy_ZIP=0.264, Synergy_Bliss=-0.306, Synergy_Loewe=-1.45, Synergy_HSA=-1.92. (7) Drug 1: C1=CC(=CC=C1CCC2=CNC3=C2C(=O)NC(=N3)N)C(=O)NC(CCC(=O)O)C(=O)O. Drug 2: COC1=C2C(=CC3=C1OC=C3)C=CC(=O)O2. Cell line: UACC-257. Synergy scores: CSS=1.49, Synergy_ZIP=2.75, Synergy_Bliss=-0.711, Synergy_Loewe=-7.07, Synergy_HSA=-1.40.